Dataset: Forward reaction prediction with 1.9M reactions from USPTO patents (1976-2016). Task: Predict the product of the given reaction. (1) Given the reactants [Cl:1][C:2]1[C:3]([OH:10])=[C:4]([CH:7]=[CH:8][CH:9]=1)[CH:5]=[O:6].[Si:11]([O:18][CH2:19][CH2:20][CH2:21][CH2:22]O)([C:14]([CH3:17])([CH3:16])[CH3:15])([CH3:13])[CH3:12].C1(P(C2C=CC=CC=2)C2C=CC=CC=2)C=CC=CC=1.N(/C(OC(C)(C)C)=O)=N\C(OC(C)(C)C)=O, predict the reaction product. The product is: [Si:11]([O:18][CH2:19][CH2:20][CH2:21][CH2:22][O:10][C:3]1[C:2]([Cl:1])=[CH:9][CH:8]=[CH:7][C:4]=1[CH:5]=[O:6])([C:14]([CH3:15])([CH3:16])[CH3:17])([CH3:12])[CH3:13]. (2) Given the reactants [CH3:1]COCC.[C:6]([C:10]1[CH:15]=[CH:14][CH:13]=[C:12]([C:16]([CH3:19])([CH3:18])C)N=1)([CH3:9])(C)C, predict the reaction product. The product is: [CH2:15]([C:14]12[CH2:18][CH:16]([CH2:12][CH2:13]1)[CH:19]=[CH:1]2)[CH2:10][CH2:6][CH3:9]. (3) Given the reactants Cl.Cl.[CH3:3][N:4]1[CH:11]=[N:10][C:6]([CH2:7][CH2:8][NH2:9])=[CH:5]1.[N+:12]([C:15]1[CH:20]=[CH:19][CH:18]=[CH:17][C:16]=1NC1CCN(C(OC(C)(C)C)=O)CC1)([O-:14])=[O:13], predict the reaction product. The product is: [CH3:3][N:4]1[CH:5]=[C:6]([CH2:7][CH2:8][NH:9][C:16]2[CH:17]=[CH:18][CH:19]=[CH:20][C:15]=2[N+:12]([O-:14])=[O:13])[N:10]=[CH:11]1. (4) Given the reactants [CH2:1]([N:3]1[CH:7]=[CH:6][N:5]=[CH:4]1)[CH3:2].[CH3:8]N1C=CN=C1.P(OC)(OC)(OC)=O.[P:22]([O:30]CC)([O:27][CH2:28][CH3:29])([O:24][CH2:25][CH3:26])=[O:23], predict the reaction product. The product is: [CH2:25]([O:24][P:22]([O-:30])([O:27][CH2:28][CH3:29])=[O:23])[CH3:26].[CH2:1]([N+:3]1[CH:7]=[CH:6][N:5]([CH3:8])[CH:4]=1)[CH3:2]. (5) Given the reactants [Br:1][C:2]1[C:3]([O:9][CH2:10][CH:11]2[CH2:13][CH2:12]2)=[N:4][CH:5]=[C:6](I)[CH:7]=1.C([Mg]Cl)(C)C.B(OC)(OC)[O:20]C, predict the reaction product. The product is: [Br:1][C:2]1[CH:7]=[C:6]([OH:20])[CH:5]=[N:4][C:3]=1[O:9][CH2:10][CH:11]1[CH2:13][CH2:12]1. (6) Given the reactants C([Li])CCC.[F:6][C:7]([F:18])([F:17])[C:8]1[CH:16]=[CH:15][C:11]([C:12]([OH:14])=[O:13])=[CH:10][N:9]=1.[CH2:19]([S:21]SCC)[CH3:20].Cl, predict the reaction product. The product is: [CH2:19]([S:21][C:15]1[C:11]([C:12]([OH:14])=[O:13])=[CH:10][N:9]=[C:8]([C:7]([F:6])([F:17])[F:18])[CH:16]=1)[CH3:20]. (7) Given the reactants C(N[C:9](=[O:36])[CH:10]([N:17]1[C:21]2[CH:22]=[C:23]([F:27])[C:24]([F:26])=[CH:25][C:20]=2[N:19]=[C:18]1[C:28]1[CH:33]=[CH:32][C:31]([Cl:34])=[CH:30][C:29]=1[CH3:35])[CH:11]1[CH2:16][CH2:15][CH2:14][CH2:13][CH2:12]1)C1C=CC=CC=1.C(OC(=O)C)(=[O:39])C.C(O)(=O)C.N([O-])=O.[Na+], predict the reaction product. The product is: [Cl:34][C:31]1[CH:32]=[CH:33][C:28]([C:18]2[N:17]([CH:10]([CH:11]3[CH2:12][CH2:13][CH2:14][CH2:15][CH2:16]3)[C:9]([OH:39])=[O:36])[C:21]3[CH:22]=[C:23]([F:27])[C:24]([F:26])=[CH:25][C:20]=3[N:19]=2)=[C:29]([CH3:35])[CH:30]=1. (8) The product is: [F:17][C:14]([F:15])([F:16])[C:13]([N:9]1[CH2:8][CH2:7][C:6]2[CH:5]=[CH:4][CH:3]=[CH:2][C:12]=2[CH2:11][CH2:10]1)=[O:18]. Given the reactants N[C:2]1[C:12]2[CH2:11][CH2:10][N:9]([C:13](=[O:18])[C:14]([F:17])([F:16])[F:15])[CH2:8][CH2:7][C:6]=2[CH:5]=[CH:4][C:3]=1Cl.BrCC1C=CC=C2C=1N=CC=C2.C(=O)([O-])[O-].[Cs+].[Cs+], predict the reaction product.